From a dataset of Full USPTO retrosynthesis dataset with 1.9M reactions from patents (1976-2016). Predict the reactants needed to synthesize the given product. (1) Given the product [C:1]([O:5][C:6]([N:8]1[CH2:13][CH2:12][CH:11]([CH:14]([NH:23][C:6]([O:7][CH2:25][CH:26]2[C:21]3[CH:20]=[CH:19][CH:18]=[CH:17][C:16]=3[C:15]3[C:27]2=[CH:28][CH:29]=[CH:11][CH:14]=3)=[O:5])[CH2:15][C:16]2[CH:21]=[CH:20][CH:19]=[C:18]([Cl:22])[CH:17]=2)[CH2:10][CH2:9]1)=[O:7])([CH3:4])([CH3:2])[CH3:3], predict the reactants needed to synthesize it. The reactants are: [C:1]([O:5][C:6]([N:8]1[CH2:13][CH2:12][CH:11]([CH:14]([NH2:23])[CH2:15][C:16]2[CH:21]=[CH:20][CH:19]=[C:18]([Cl:22])[CH:17]=2)[CH2:10][CH2:9]1)=[O:7])([CH3:4])([CH3:3])[CH3:2].N1[CH:29]=[CH:28][CH:27]=[CH:26][CH:25]=1. (2) Given the product [C:26]([CH2:25][C:20]1[CH:21]=[CH:22][CH:23]=[CH:24][C:19]=1[NH:18][C:17]([CH2:16][O:15][C:13]1[C:12]2[C:7](=[CH:8][C:9]([Cl:32])=[CH:10][C:11]=2[Cl:31])[CH:6]=[C:5]([C:3]([OH:4])=[O:2])[CH:14]=1)=[O:30])([OH:28])=[O:27], predict the reactants needed to synthesize it. The reactants are: C[O:2][C:3]([C:5]1[CH:14]=[C:13]([O:15][CH2:16][C:17](=[O:30])[NH:18][C:19]2[CH:24]=[CH:23][CH:22]=[CH:21][C:20]=2[CH2:25][C:26]([O:28]C)=[O:27])[C:12]2[C:7](=[CH:8][C:9]([Cl:32])=[CH:10][C:11]=2[Cl:31])[CH:6]=1)=[O:4].[Li+].[OH-]. (3) The reactants are: [I:1]N1C(=O)CCC1=O.[CH2:9]([O:16][C:17]1[C:21]([O:22][CH2:23][C:24]2[CH:29]=[CH:28][CH:27]=[CH:26][CH:25]=2)=[CH:20][N:19]([C:30]2[CH:35]=[CH:34][C:33]([O:36][CH3:37])=[CH:32][CH:31]=2)[C:18]=1[C:38]([O:40][CH2:41][CH3:42])=[O:39])[C:10]1[CH:15]=[CH:14][CH:13]=[CH:12][CH:11]=1.C(OC1C(OCC2C=CC=CC=2)=C(C(OCC)=O)N(C2C=CC(OC)=CC=2)C=1C([O-])=O)C1C=CC=CC=1.C([NH+](CC)CC)C. Given the product [CH2:9]([O:16][C:17]1[C:21]([O:22][CH2:23][C:24]2[CH:29]=[CH:28][CH:27]=[CH:26][CH:25]=2)=[C:20]([I:1])[N:19]([C:30]2[CH:35]=[CH:34][C:33]([O:36][CH3:37])=[CH:32][CH:31]=2)[C:18]=1[C:38]([O:40][CH2:41][CH3:42])=[O:39])[C:10]1[CH:15]=[CH:14][CH:13]=[CH:12][CH:11]=1, predict the reactants needed to synthesize it. (4) Given the product [C:1]([C:3]1[CH:14]=[C:13]([CH3:15])[C:6]([O:7][CH2:8][C:9]([NH:17][NH2:18])=[O:10])=[C:5]([CH3:16])[CH:4]=1)#[N:2], predict the reactants needed to synthesize it. The reactants are: [C:1]([C:3]1[CH:14]=[C:13]([CH3:15])[C:6]([O:7][CH2:8][C:9](OC)=[O:10])=[C:5]([CH3:16])[CH:4]=1)#[N:2].[NH2:17][NH2:18]. (5) Given the product [CH:1]1([NH:4][C:25](=[O:26])[C:24]2[CH:29]=[CH:30][C:31]([CH3:32])=[C:22]([N:18]3[CH:19]=[CH:20][N:21]=[C:16]([NH:15][C:12]4([C:7]5[CH:8]=[CH:9][CH:10]=[CH:11][C:6]=5[OH:5])[CH2:14][CH2:13]4)[C:17]3=[O:33])[CH:23]=2)[CH2:3][CH2:2]1, predict the reactants needed to synthesize it. The reactants are: [CH:1]1([NH2:4])[CH2:3][CH2:2]1.[OH:5][C:6]1[CH:11]=[CH:10][CH:9]=[CH:8][C:7]=1[C:12]1([NH:15][C:16]2[C:17](=[O:33])[N:18]([C:22]3[CH:23]=[C:24]([CH:29]=[CH:30][C:31]=3[CH3:32])[C:25](OC)=[O:26])[CH:19]=[CH:20][N:21]=2)[CH2:14][CH2:13]1.C([Mg]Cl)(C)C.Cl. (6) The reactants are: [CH:1]([N:14]1[CH2:17][CH:16]([CH2:18][CH2:19][OH:20])[CH2:15]1)([C:8]1[CH:13]=[CH:12][CH:11]=[CH:10][CH:9]=1)[C:2]1[CH:7]=[CH:6][CH:5]=[CH:4][CH:3]=1.[CH3:21]I.[H-].[Na+]. Given the product [CH:1]([N:14]1[CH2:17][CH:16]([CH2:18][CH2:19][O:20][CH3:21])[CH2:15]1)([C:8]1[CH:13]=[CH:12][CH:11]=[CH:10][CH:9]=1)[C:2]1[CH:3]=[CH:4][CH:5]=[CH:6][CH:7]=1, predict the reactants needed to synthesize it. (7) Given the product [CH:8]([N:5]([CH:13]([CH3:17])[CH3:14])[CH2:6][CH3:7])([CH3:9])[CH3:10].[NH2:1][NH2:2], predict the reactants needed to synthesize it. The reactants are: [NH2:1][NH2:2].C([N:5]([CH2:8][CH3:9])[CH2:6][CH3:7])C.[CH2:10](Cl)Cl.[CH2:13]1[CH2:17]OC[CH2:14]1.